Dataset: Catalyst prediction with 721,799 reactions and 888 catalyst types from USPTO. Task: Predict which catalyst facilitates the given reaction. (1) Reactant: [F:1][C:2]1([F:32])[CH2:6][CH2:5][N:4]([C:7]2[N:12]=[C:11]([C:13]3([C:19]#[N:20])[CH2:18][CH2:17][NH:16][CH2:15][CH2:14]3)[CH:10]=[C:9]([NH:21][C:22]3[CH:27]=[C:26]([C:28]([F:31])([F:30])[F:29])[CH:25]=[CH:24][N:23]=3)[N:8]=2)[CH2:3]1.C(N(C(C)C)C(C)C)C.[C:42](OC(=O)C)(=[O:44])[CH3:43]. Product: [C:42]([N:16]1[CH2:17][CH2:18][C:13]([C:11]2[CH:10]=[C:9]([NH:21][C:22]3[CH:27]=[C:26]([C:28]([F:29])([F:30])[F:31])[CH:25]=[CH:24][N:23]=3)[N:8]=[C:7]([N:4]3[CH2:5][CH2:6][C:2]([F:1])([F:32])[CH2:3]3)[N:12]=2)([C:19]#[N:20])[CH2:14][CH2:15]1)(=[O:44])[CH3:43]. The catalyst class is: 166. (2) Reactant: [C:1]([NH:18][C@H:19]([C:23]([O:25][CH2:26][CH:27]([O:40][C:41](=[O:59])[CH2:42][CH2:43][CH2:44][CH2:45][CH2:46][CH2:47][CH2:48][CH2:49][CH2:50][CH2:51][CH2:52][CH2:53][CH2:54][CH2:55][CH2:56][CH2:57][CH3:58])[CH:28]=[CH:29][C:30]([O:32]CC1C=CC=CC=1)=[O:31])=[O:24])[CH:20]([CH3:22])[CH3:21])([O:3][CH2:4][CH:5]1[C:17]2[C:12](=[CH:13][CH:14]=[CH:15][CH:16]=2)[C:11]2[C:6]1=[CH:7][CH:8]=[CH:9][CH:10]=2)=[O:2]. Product: [C:1]([NH:18][C@H:19]([C:23]([O:25][CH2:26][CH:27]([O:40][C:41](=[O:59])[CH2:42][CH2:43][CH2:44][CH2:45][CH2:46][CH2:47][CH2:48][CH2:49][CH2:50][CH2:51][CH2:52][CH2:53][CH2:54][CH2:55][CH2:56][CH2:57][CH3:58])[CH2:28][CH2:29][C:30]([OH:32])=[O:31])=[O:24])[CH:20]([CH3:22])[CH3:21])([O:3][CH2:4][CH:5]1[C:17]2[C:12](=[CH:13][CH:14]=[CH:15][CH:16]=2)[C:11]2[C:6]1=[CH:7][CH:8]=[CH:9][CH:10]=2)=[O:2]. The catalyst class is: 78. (3) Reactant: [CH3:1][C:2]1[S:3][C:4]2[C:10](=[O:11])[CH:9]([CH:12]=O)[CH2:8][CH2:7][C:5]=2[N:6]=1.[NH:14]1[CH2:19][CH2:18][O:17][CH2:16][CH2:15]1. Product: [CH3:1][C:2]1[S:3][C:4]2[C:10](=[O:11])[C:9](=[CH:12][N:14]3[CH2:19][CH2:18][O:17][CH2:16][CH2:15]3)[CH2:8][CH2:7][C:5]=2[N:6]=1. The catalyst class is: 11. (4) The catalyst class is: 2. Product: [F:28][C@@H:2]1[C@@H:7]([C:8]2[CH:13]=[CH:12][C:11]([OH:14])=[CH:10][CH:9]=2)[CH2:6][CH2:5][N:4]([C:15]([O:17][C:18]([CH3:21])([CH3:20])[CH3:19])=[O:16])[CH2:3]1. Reactant: O[C@@H:2]1[C@@H:7]([C:8]2[CH:13]=[CH:12][C:11]([OH:14])=[CH:10][CH:9]=2)[CH2:6][CH2:5][N:4]([C:15]([O:17][C:18]([CH3:21])([CH3:20])[CH3:19])=[O:16])[CH2:3]1.CCN(S(F)(F)[F:28])CC.C(OCC)(=O)C. (5) Reactant: [Cl:1][C:2]1[C:11]2[C:6](=[CH:7][C:8]([C:12](F)(F)F)=[CH:9][CH:10]=2)[N:5]=[CH:4][CH:3]=1.[OH2:16].[OH-:17].[Na+]. Product: [C:12]([C:8]1[CH:7]=[C:6]2[C:11]([C:2]([Cl:1])=[CH:3][CH:4]=[N:5]2)=[CH:10][CH:9]=1)([OH:17])=[O:16]. The catalyst class is: 82. (6) Reactant: CN(C=O)C.Cl[C:7]1[C:8]2[CH:19]=[C:18]([C:20]3[CH:25]=[CH:24][CH:23]=[CH:22][CH:21]=3)[CH:17]=[CH:16][C:9]=2[N:10]([CH3:15])[C:11](=[O:14])[CH2:12][N:13]=1.[CH:26]([C:28]1[CH:29]=[C:30](B(O)O)[CH:31]=[CH:32][CH:33]=1)=[O:27].P([O-])([O-])([O-])=O.[K+].[K+].[K+]. Product: [CH3:15][N:10]1[C:9]2[CH:16]=[CH:17][C:18]([C:20]3[CH:25]=[CH:24][CH:23]=[CH:22][CH:21]=3)=[CH:19][C:8]=2[C:7]([C:32]2[CH:33]=[C:28]([CH:29]=[CH:30][CH:31]=2)[CH:26]=[O:27])=[N:13][CH2:12][C:11]1=[O:14]. The catalyst class is: 257. (7) Reactant: [CH3:1][CH:2]([O:4][C:5]1[CH:10]=[CH:9][C:8]([C:11]2[O:15][N:14]=[C:13]([C:16]3[CH:24]=[CH:23][CH:22]=[C:21]4[C:17]=3[CH:18]=[CH:19][N:20]4[CH2:25][CH2:26][C:27]([O:29]CC)=[O:28])[N:12]=2)=[CH:7][C:6]=1[C:32]([F:35])([F:34])[F:33])[CH3:3].[OH-].[Na+:37]. Product: [CH3:3][CH:2]([O:4][C:5]1[CH:10]=[CH:9][C:8]([C:11]2[O:15][N:14]=[C:13]([C:16]3[CH:24]=[CH:23][CH:22]=[C:21]4[C:17]=3[CH:18]=[CH:19][N:20]4[CH2:25][CH2:26][C:27]([O-:29])=[O:28])[N:12]=2)=[CH:7][C:6]=1[C:32]([F:35])([F:34])[F:33])[CH3:1].[Na+:37]. The catalyst class is: 8.